From a dataset of Full USPTO retrosynthesis dataset with 1.9M reactions from patents (1976-2016). Predict the reactants needed to synthesize the given product. (1) Given the product [NH:1]1[C:2]2=[N:3][CH:4]=[N:5][CH:6]=[C:7]2[C:8]([NH2:10])=[N:9]1, predict the reactants needed to synthesize it. The reactants are: [NH2:1][C:2]1[C:7]([C:8]#[N:9])=[CH:6][N:5]=[CH:4][N:3]=1.[N:10]([O-])=O.[Na+].Cl[Sn]Cl.CCOC(C)=O. (2) Given the product [CH3:16][N:14]1[CH2:13][C@@H:10]2[C@@H:9]([N:8]([C:5]3[CH:6]=[CH:7][C:2]([C:52]4[CH:57]=[CH:56][C:55]([C:25]5[CH:26]=[N:27][N:28]([C:30]([C:31]6[CH:32]=[CH:33][CH:34]=[CH:35][CH:36]=6)([C:43]6[CH:48]=[CH:47][CH:46]=[CH:45][CH:44]=6)[C:37]6[CH:42]=[CH:41][CH:40]=[CH:39][CH:38]=6)[CH:29]=5)=[CH:54][CH:53]=4)=[CH:3][CH:4]=3)[CH2:12][CH2:11]2)[CH2:15]1, predict the reactants needed to synthesize it. The reactants are: Br[C:2]1[CH:7]=[CH:6][C:5]([N:8]2[CH2:12][CH2:11][C@@H:10]3[CH2:13][N:14]([CH3:16])[CH2:15][C@H:9]23)=[CH:4][CH:3]=1.CC1(C)C(C)(C)OB([C:25]2[CH:26]=[N:27][N:28]([C:30]([C:43]3[CH:48]=[CH:47][CH:46]=[CH:45][CH:44]=3)([C:37]3[CH:42]=[CH:41][CH:40]=[CH:39][CH:38]=3)[C:31]3[CH:36]=[CH:35][CH:34]=[CH:33][CH:32]=3)[CH:29]=2)O1.C([C:52]1[CH:57]=[CH:56][C:55](B(O)O)=[CH:54][CH:53]=1)#N. (3) Given the product [N+:1]([C:4]12[CH2:19][C:18]([CH3:23])([C:20]([F:32])=[O:21])[CH:11]([C:12]3[CH:13]=[CH:14][CH:15]=[CH:16][C:17]=31)[C:10]1[C:5]2=[CH:6][CH:7]=[CH:8][CH:9]=1)([O-:3])=[O:2], predict the reactants needed to synthesize it. The reactants are: [N+:1]([C:4]12[CH2:19][C:18]([CH3:23])([C:20](O)=[O:21])[CH:11]([C:12]3[CH:13]=[CH:14][CH:15]=[CH:16][C:17]=31)[C:10]1[C:5]2=[CH:6][CH:7]=[CH:8][CH:9]=1)([O-:3])=[O:2].N1C=CC=CC=1.N1C(F)=NC(F)=NC=1[F:32]. (4) Given the product [Cl:21][C:16]1[CH:15]=[C:14]([C@H:3]([CH2:2][NH:1][CH3:22])[C@H:4]([C:6]2[CH:11]=[CH:10][CH:9]=[C:8]([O:12][CH3:13])[N:7]=2)[OH:5])[CH:19]=[CH:18][C:17]=1[Cl:20], predict the reactants needed to synthesize it. The reactants are: [NH2:1][CH2:2][CH:3]([C:14]1[CH:19]=[CH:18][C:17]([Cl:20])=[C:16]([Cl:21])[CH:15]=1)[CH:4]([C:6]1[CH:11]=[CH:10][CH:9]=[C:8]([O:12][CH3:13])[N:7]=1)[OH:5].[CH2:22]1COCC1. (5) Given the product [CH2:1]([CH:8]1[NH:12][C:11](=[S:13])[NH:10][C:9]1=[O:14])[C:2]1[CH:3]=[CH:4][CH:5]=[CH:6][CH:7]=1, predict the reactants needed to synthesize it. The reactants are: [CH:1](=[C:8]1[NH:12][C:11](=[S:13])[NH:10][C:9]1=[O:14])[C:2]1[CH:7]=[CH:6][CH:5]=[CH:4][CH:3]=1.CO. (6) Given the product [CH:11]([N:8]1[CH:7]=[N:6][C:5]2[C:9]1=[N:10][C:2]([NH:31][C@H:32]([CH2:39][CH3:40])[CH:33]([OH:38])[C:34]([CH3:37])([CH3:36])[CH3:35])=[N:3][C:4]=2[NH:14][CH2:15][C:16]1[CH:17]=[N:18][CH:19]=[CH:20][CH:21]=1)([CH3:13])[CH3:12], predict the reactants needed to synthesize it. The reactants are: F[C:2]1[N:10]=[C:9]2[C:5]([N:6]=[CH:7][N:8]2[CH:11]([CH3:13])[CH3:12])=[C:4]([NH:14][CH2:15][C:16]2[CH:17]=[N:18][CH:19]=[CH:20][CH:21]=2)[N:3]=1.CCN(C(C)C)C(C)C.[NH2:31][C@H:32]([CH2:39][CH3:40])[CH:33]([OH:38])[C:34]([CH3:37])([CH3:36])[CH3:35].